From a dataset of Experimentally validated miRNA-target interactions with 360,000+ pairs, plus equal number of negative samples. Binary Classification. Given a miRNA mature sequence and a target amino acid sequence, predict their likelihood of interaction. (1) The miRNA is mmu-miR-362-3p with sequence AACACACCUGUUCAAGGAUUCA. The protein sequence of the target gene is MAENADDDLNSNLLHAPYLTGDPQLDTAIGQWLRWDKNPKTKEQIENLLRNGMNKELRDRLCCRMTFGTAGLRSAMGAGFCYINDLTVIQSTQGMYKYLERCFSDFKQRGFVVGYDTRGQVTSSCSSQRLAKLTAAVLLAKDIPVYLFSRYVPTPFVPYAVQELKAVAGVMITASHNRKEDNGYKVYWETGAQITSPHDKEILKCIEECVEPWNDSWNDNLVDTSPLKKDPLQDICKKYMEDLKKICFYRDLNSKTTLKFVHTSFHGVGHDYVQLAFQVFGFKPPIPVPEQKDPDPDFST.... Result: 1 (interaction). (2) Result: 0 (no interaction). The miRNA is mmu-miR-101b-3p with sequence GUACAGUACUGUGAUAGCU. The protein sequence of the target gene is MAAAPGGSAPPAGPSPRLAFSTADSGGGMSGLNPGPAVPMKDHDAIKLFVGQIPRGLDEQDLKPLFEEFGRIYELTVLKDRLTGLHKGCAFLTYCARDSALKAQSALHEQKTLPGMNRPIQVKPAASEGRGEDRKLFVGMLGKQQGEEDVRRLFQPFGHIEECTVLRSPDGTSKGCAFVKFGSQGEAQAAIQGLHGSRTMTGASSSLVVKLADTDRERALRRMQQMAGQLGAFHPAPLPLGACGAYTTAILQHQAALLAAAQGPGLGQVAAVAAQMQHVAAFSLVAAPLLPAAANTSPGG.... (3) The miRNA is hsa-miR-100-5p with sequence AACCCGUAGAUCCGAACUUGUG. The protein sequence of the target gene is MFLTRSEYDRGVNTFSPEGRLFQVEYAIEAIKLGSTAIGIQTSEGVCLAVEKRITSPLMEPSSIEKIVEIDAHIGCAMSGLIADAKTLIDKARVETQNHWFTYNETMTVESVTQAVSNLALQFGEEDADPGAMSRPFGVALLFGGVDEKGPQLFHMDPSGTFVQCDARAIGSASEGAQSSLQEVYHKSMTLKEAIKSSLIILKQVMEEKLNATNIELATVQPGQNFHMFTKEELEEVIKDI. Result: 1 (interaction).